This data is from Cav3 T-type calcium channel HTS with 100,875 compounds. The task is: Binary Classification. Given a drug SMILES string, predict its activity (active/inactive) in a high-throughput screening assay against a specified biological target. (1) The molecule is s1c(nnc1NC(=O)c1ccccc1)c1ccc(C(C)(C)C)cc1. The result is 0 (inactive). (2) The molecule is O(C(CC)C(=O)Nc1ncccc1)c1ccccc1. The result is 0 (inactive). (3) The drug is Brc1cc2c(CN(CCO)CC)csc2cc1. The result is 0 (inactive).